Dataset: Forward reaction prediction with 1.9M reactions from USPTO patents (1976-2016). Task: Predict the product of the given reaction. Given the reactants [F:1][C:2]([F:49])([F:48])[O:3][C:4]1[CH:5]=[C:6]([CH:45]=[CH:46][CH:47]=1)[O:7][C:8]1[CH:44]=[CH:43][CH:42]=[CH:41][C:9]=1[CH2:10][O:11][CH2:12][CH:13]1[CH2:40][CH2:39][C:16]2[N:17](C(C3C=CC=CC=3)(C3C=CC=CC=3)C3C=CC=CC=3)[CH:18]=[N:19][C:15]=2[CH2:14]1.FC(F)(F)OC1C=C(C=CC=1)OC1C=CC=CC=1COCC1CCC2N=CN(C(C3C=CC=CC=3)(C3C=CC=CC=3)C3C=CC=CC=3)C=2C1, predict the reaction product. The product is: [F:49][C:2]([F:1])([F:48])[O:3][C:4]1[CH:5]=[C:6]([CH:45]=[CH:46][CH:47]=1)[O:7][C:8]1[CH:44]=[CH:43][CH:42]=[CH:41][C:9]=1[CH2:10][O:11][CH2:12][CH:13]1[CH2:40][CH2:39][C:16]2[NH:17][CH:18]=[N:19][C:15]=2[CH2:14]1.